From a dataset of Full USPTO retrosynthesis dataset with 1.9M reactions from patents (1976-2016). Predict the reactants needed to synthesize the given product. Given the product [Cl:8][C:7]1[C:2]([O:27][C:24]2[CH:25]=[C:26]3[C:21](=[CH:22][CH:23]=2)[N:20]=[CH:19][N:18]=[C:17]3[NH:9][C:10]2[S:14][N:13]=[C:12]([CH3:15])[N:11]=2)=[N:3][CH:4]=[CH:5][CH:6]=1, predict the reactants needed to synthesize it. The reactants are: Cl[C:2]1[C:7]([Cl:8])=[CH:6][CH:5]=[CH:4][N:3]=1.[NH2:9][C:10]1[S:14][N:13]=[C:12]([CH3:15])[N:11]=1.Cl[C:17]1[C:26]2[C:21](=[CH:22][CH:23]=[C:24]([OH:27])[CH:25]=2)[N:20]=[CH:19][N:18]=1.